This data is from Peptide-MHC class I binding affinity with 185,985 pairs from IEDB/IMGT. The task is: Regression. Given a peptide amino acid sequence and an MHC pseudo amino acid sequence, predict their binding affinity value. This is MHC class I binding data. (1) The binding affinity (normalized) is 0.644. The peptide sequence is KNWMTQTLL. The MHC is Mamu-B03 with pseudo-sequence Mamu-B03. (2) The peptide sequence is KLADMSIYC. The MHC is HLA-A02:50 with pseudo-sequence YFAMYGEKVAHTHVDTLYIRYHYYTWAVWAYTWY. The binding affinity (normalized) is 1.00. (3) The binding affinity (normalized) is 0.185. The peptide sequence is FRYNGLIHR. The MHC is Mamu-B03 with pseudo-sequence Mamu-B03. (4) The binding affinity (normalized) is 0.820. The MHC is HLA-A01:01 with pseudo-sequence HLA-A01:01. The peptide sequence is VVDALRNIY. (5) The peptide sequence is ERTLHLVEL. The MHC is HLA-A02:01 with pseudo-sequence HLA-A02:01. The binding affinity (normalized) is 0. (6) The peptide sequence is QENEIYTYF. The MHC is HLA-A69:01 with pseudo-sequence HLA-A69:01. The binding affinity (normalized) is 0.0847. (7) The peptide sequence is YRHDGGNVL. The MHC is HLA-B14:02 with pseudo-sequence HLA-B14:02. The binding affinity (normalized) is 0.0458. (8) The peptide sequence is TTIGTIAGGV. The MHC is HLA-A02:03 with pseudo-sequence HLA-A02:03. The binding affinity (normalized) is 0.653. (9) The peptide sequence is LLIFHINGK. The binding affinity (normalized) is 0.149. The MHC is HLA-A31:01 with pseudo-sequence HLA-A31:01.